From a dataset of Forward reaction prediction with 1.9M reactions from USPTO patents (1976-2016). Predict the product of the given reaction. (1) Given the reactants I[CH2:2][CH2:3][CH3:4].[OH:5][C:6]1[C:7]([O:14][CH2:15][CH2:16][O:17][CH3:18])=[C:8]([CH:11]=[CH:12][CH:13]=1)[CH:9]=[O:10].C(=O)([O-])[O-].[K+].[K+], predict the reaction product. The product is: [CH3:18][O:17][CH2:16][CH2:15][O:14][C:7]1[C:6]([O:5][CH2:2][CH2:3][CH3:4])=[CH:13][CH:12]=[CH:11][C:8]=1[CH:9]=[O:10]. (2) Given the reactants [OH:1][N:2]1[C:7]([CH3:9])([CH3:8])[CH2:6][CH:5]([O:10][C:11](=[O:18])[C:12]2[CH:17]=[CH:16][CH:15]=[CH:14][CH:13]=2)[CH2:4][C:3]1([CH3:20])[CH3:19].[C:21]([C:25]1[CH:30]=[CH:29][CH:28]=[CH:27][CH:26]=1)([CH3:24])([CH3:23])[CH3:22].OO.S([O-])([O-])=O.[Na+].[Na+], predict the reaction product. The product is: [CH3:22][C:21]([C:25]1[CH:30]=[CH:29][CH:28]=[CH:27][CH:26]=1)([CH3:24])[CH2:23][O:1][N:2]1[C:7]([CH3:9])([CH3:8])[CH2:6][CH:5]([O:10][C:11](=[O:18])[C:12]2[CH:17]=[CH:16][CH:15]=[CH:14][CH:13]=2)[CH2:4][C:3]1([CH3:20])[CH3:19]. (3) Given the reactants [Cl:1][C:2]1[CH:3]=[C:4]([NH:9][C:10]([C:12]2[C:16]([CH2:17][OH:18])=[N:15][O:14][N:13]=2)=[O:11])[CH:5]=[CH:6][C:7]=1[F:8].CC(OI1(OC(C)=O)(OC(C)=O)OC(=O)C2C=CC=CC1=2)=O.C(Cl)Cl, predict the reaction product. The product is: [Cl:1][C:2]1[CH:3]=[C:4]([NH:9][C:10]([C:12]2[C:16]([CH:17]=[O:18])=[N:15][O:14][N:13]=2)=[O:11])[CH:5]=[CH:6][C:7]=1[F:8]. (4) Given the reactants [NH:1]([C:71]([CH3:73])=[O:72])[C@H:2]([C:18]([NH:20][C@H:21]([C:26]([N:28]1[CH2:70][CH2:69][CH2:68][C@H:29]1[C:30]([NH:32][C@H:33]([C:58]([N:60]1[CH2:67][CH2:66][CH2:65][C@H:61]1[C:62]([OH:64])=O)=[O:59])[CH2:34][CH2:35][CH2:36][NH:37][C:38](=[NH:57])[NH:39][S:40]([C:43]1[C:55]([CH3:56])=[C:54]2[C:48]([O:49][C:50]([CH2:53]2)([CH3:52])[CH3:51])=[C:46]([CH3:47])[C:44]=1[CH3:45])(=[O:42])=[O:41])=[O:31])=[O:27])[CH2:22][CH:23]([CH3:25])[CH3:24])=[O:19])[CH2:3][C:4]1[CH:9]=[CH:8][C:7]([O:10][CH2:11]C2C=CC=CC=2)=[CH:6][CH:5]=1.[C:74]1([CH2:80][CH2:81][CH2:82][NH2:83])[CH:79]=[CH:78][CH:77]=[CH:76][CH:75]=1.F[P-](F)(F)(F)(F)F.N1(O[P+](N(C)C)(N(C)C)N(C)C)[C:95]2[CH:96]=[CH:97][CH:98]=[CH:99][C:94]=2N=N1.CCN(C(C)C)C(C)C, predict the reaction product. The product is: [NH:1]([C:71]([CH3:73])=[O:72])[C@H:2]([C:18]([NH:20][C@H:21]([C:26]([N:28]1[CH2:70][CH2:69][CH2:68][C@H:29]1[C:30]([NH:32][C@H:33]([C:58]([N:60]1[CH2:67][CH2:66][CH2:65][C@H:61]1[C:62]([NH:83][CH2:82][CH2:81][CH2:80][C:74]1[CH:79]=[CH:78][CH:77]=[CH:76][CH:75]=1)=[O:64])=[O:59])[CH2:34][CH2:35][CH2:36][NH:37][C:38](=[NH:57])[NH:39][S:40]([C:43]1[C:55]([CH3:56])=[C:54]2[C:48]([O:49][C:50]([CH2:53]2)([CH3:51])[CH3:52])=[C:46]([CH3:47])[C:44]=1[CH3:45])(=[O:42])=[O:41])=[O:31])=[O:27])[CH2:22][CH:23]([CH3:24])[CH3:25])=[O:19])[CH2:3][C:4]1[CH:9]=[CH:8][C:7]([O:10][CH2:11][C:94]2[CH:99]=[CH:98][CH:97]=[CH:96][CH:95]=2)=[CH:6][CH:5]=1.